This data is from Retrosynthesis with 50K atom-mapped reactions and 10 reaction types from USPTO. The task is: Predict the reactants needed to synthesize the given product. (1) Given the product Clc1cccc(-c2cn(-c3ccccn3)cn2)c1, predict the reactants needed to synthesize it. The reactants are: Brc1cn(-c2ccccn2)cn1.OB(O)c1cccc(Cl)c1. (2) Given the product CN(C)C1CCc2[nH]c3ccc(NC(=O)c4ccccc4Cl)cc3c2C1, predict the reactants needed to synthesize it. The reactants are: CN(C)C1CCc2[nH]c3ccc(N)cc3c2C1.O=C(Cl)c1ccccc1Cl.